From a dataset of Full USPTO retrosynthesis dataset with 1.9M reactions from patents (1976-2016). Predict the reactants needed to synthesize the given product. (1) Given the product [C:1]([O:5][C:6](=[O:23])[NH:7][CH:8]([C:15]1[CH:20]=[CH:19][C:18]([Cl:21])=[C:17]([Cl:22])[CH:16]=1)[C:9](=[O:14])[C:25]1[CH:26]=[CH:27][C:28]([O:31][CH2:32][C:33]([F:34])([F:35])[F:36])=[CH:29][CH:30]=1)([CH3:2])([CH3:3])[CH3:4], predict the reactants needed to synthesize it. The reactants are: [C:1]([O:5][C:6](=[O:23])[NH:7][CH:8]([C:15]1[CH:20]=[CH:19][C:18]([Cl:21])=[C:17]([Cl:22])[CH:16]=1)[C:9](=[O:14])N(OC)C)([CH3:4])([CH3:3])[CH3:2].Br[C:25]1[CH:30]=[CH:29][C:28]([O:31][CH2:32][C:33]([F:36])([F:35])[F:34])=[CH:27][CH:26]=1. (2) Given the product [OH:81][C:6]1[C:5]([S:8]([OH:11])(=[O:10])=[O:9])=[CH:4][C:3]([N+:12]([O-:14])=[O:13])=[CH:2][C:7]=1[NH:16][C:30]([O:32][CH2:83][C@@H:82]([C:51]([OH:55])=[O:47])[NH2:84])=[O:31], predict the reactants needed to synthesize it. The reactants are: Cl[C:2]1[CH:7]=[CH:6][C:5]([S:8]([O-:11])(=[O:10])=[O:9])=[CH:4][C:3]=1[N+:12]([O-:14])=[O:13].[Na+].[NH:16]([C:30]([O:32]C(C)(C)C)=[O:31])[C@H](C(OC(C)(C)C)=O)CCC(=O)O.Cl.C1C=NC2N([OH:47])N=NC=2C=1.CN([C:51]([O:55]N1N=NC2C=CC=NC1=2)=[N+](C)C)C.F[P-](F)(F)(F)(F)F.CCN(C(C)C)C(C)C.[OH2:81].[C:82](#[N:84])[CH3:83]. (3) Given the product [NH2:19][C:10]1[C:9]2[N:8]=[C:7]([CH2:20][O:21][CH2:22][CH3:23])[N:6]([NH:5][CH2:4][CH2:3][CH2:2][NH:1][C:31](=[O:35])[CH:32]([CH3:34])[CH3:33])[C:18]=2[C:17]2[CH:16]=[CH:15][CH:14]=[CH:13][C:12]=2[N:11]=1, predict the reactants needed to synthesize it. The reactants are: [NH2:1][CH2:2][CH2:3][CH2:4][NH:5][N:6]1[C:18]2[C:17]3[CH:16]=[CH:15][CH:14]=[CH:13][C:12]=3[N:11]=[C:10]([NH2:19])[C:9]=2[N:8]=[C:7]1[CH2:20][O:21][CH2:22][CH3:23].C(N(CC)CC)C.[C:31](Cl)(=[O:35])[CH:32]([CH3:34])[CH3:33]. (4) The reactants are: [Cl:1][C:2]1[CH:7]=[C:6]([N+:8]([O-:10])=[O:9])[CH:5]=[CH:4][C:3]=1F.C([O-])([O-])=O.[K+].[K+].[N:18]1[CH:23]=[CH:22][CH:21]=[CH:20][C:19]=1[CH2:24][OH:25]. Given the product [Cl:1][C:2]1[CH:7]=[C:6]([N+:8]([O-:10])=[O:9])[CH:5]=[CH:4][C:3]=1[O:25][CH2:24][C:19]1[CH:20]=[CH:21][CH:22]=[CH:23][N:18]=1, predict the reactants needed to synthesize it. (5) Given the product [NH:10]1[CH2:9][CH2:8][C:7]2([C:1]3[C:2](=[CH:3][CH:4]=[CH:5][CH:6]=3)[CH2:18][O:14][CH2:13]2)[CH2:12][CH2:11]1, predict the reactants needed to synthesize it. The reactants are: [C:1]1([C:7]2([CH2:13][OH:14])[CH2:12][CH2:11][NH:10][CH2:9][CH2:8]2)[CH:6]=[CH:5][CH:4]=[CH:3][CH:2]=1.C=O.O1CCOC[CH2:18]1.Cl.